The task is: Binary Classification. Given a miRNA mature sequence and a target amino acid sequence, predict their likelihood of interaction.. This data is from Experimentally validated miRNA-target interactions with 360,000+ pairs, plus equal number of negative samples. The miRNA is mmu-miR-202-3p with sequence AGAGGUAUAGCGCAUGGGAAGA. The protein sequence of the target gene is MTGVFDRRVPSIRSGDFQAPFQTSAAMHHPSQESPTLPESSATDSDYYSPTGGAPHGYCSPTSASYGKALNPYQYQYHGVNGSAGSYPAKAYADYSYASSYHQYGGAYNRVPSATNQPEKEVTEPEVRMVNGKPKKVRKPRTIYSSFQLAALQRRFQKTQYLALPERAELAASLGLTQTQVKIWFQNKRSKIKKIMKNGEMPPEHSPSSSDPMACNSPQSPAVWEPQGSSRSLSHHPHAHPPTSNQSPASSYLENSASWYTSAASSINSHLPPPGSLQHPLALASGTLY. Result: 0 (no interaction).